From a dataset of Reaction yield outcomes from USPTO patents with 853,638 reactions. Predict the reaction yield, written as a fraction of the theoretical maximum amount of product (1.0 means a 100% yield; for example, 0.34 means a 34% yield). (1) The reactants are [N-:1]=[N+:2]=[N-:3].[Na+].[C:5]([O:9][C:10]([NH:12][C@@:13]1([C:41]([O:43][C:44]([CH3:47])([CH3:46])[CH3:45])=[O:42])[C@H:18]([O:19][CH2:20][C:21]2[CH:26]=[CH:25][C:24]([Cl:27])=[C:23]([Cl:28])[CH:22]=2)[C@H:17](OS(C)(=O)=O)[C@@H:16]2[C@H:14]1[C@H:15]2[C:34]([O:36][C:37]([CH3:40])([CH3:39])[CH3:38])=[O:35])=[O:11])([CH3:8])([CH3:7])[CH3:6].C1OCCOCCOCCOCCOC1.CN(C)C=O. The catalyst is O. The product is [N:1]([C@H:17]1[C@@H:16]2[C@@H:14]([C@H:15]2[C:34]([O:36][C:37]([CH3:38])([CH3:39])[CH3:40])=[O:35])[C@:13]([NH:12][C:10]([O:9][C:5]([CH3:6])([CH3:7])[CH3:8])=[O:11])([C:41]([O:43][C:44]([CH3:47])([CH3:46])[CH3:45])=[O:42])[C@@H:18]1[O:19][CH2:20][C:21]1[CH:26]=[CH:25][C:24]([Cl:27])=[C:23]([Cl:28])[CH:22]=1)=[N+:2]=[N-:3]. The yield is 0.720. (2) The reactants are [NH2:1][C:2]1[C:3]([OH:12])=[C:4]([CH:9]=[CH:10][CH:11]=1)[C:5]([O:7][CH3:8])=[O:6].C([O-])([O-])=O.[K+].[K+].Br[CH2:20][CH2:21]Br. The yield is 0.810. The catalyst is CN(C=O)C. The product is [O:12]1[CH2:21][CH2:20][NH:1][C:2]2[CH:11]=[CH:10][CH:9]=[C:4]([C:5]([O:7][CH3:8])=[O:6])[C:3]1=2. (3) The reactants are [CH2:1]([O:3][C:4]([C:6]1[N:7]=[CH:8][N:9]2[C:15]=1[CH:14]([CH3:16])[N:13]=[C:12]([C:17]1[CH:22]=[CH:21][CH:20]=[CH:19][C:18]=1[F:23])[C:11]1[CH:24]=[C:25](Br)[CH:26]=[CH:27][C:10]2=1)=[O:5])[CH3:2].[CH3:29][Si:30]([C:33]#[CH:34])([CH3:32])[CH3:31]. The catalyst is C(#N)C.CC([O-])=O.CC([O-])=O.C1C=CC(P(C2C=CC=CC=2)C2C=CC=CC=2)=CC=1.C1C=CC(P(C2C=CC=CC=2)C2C=CC=CC=2)=CC=1.[Pd+2]. The product is [CH2:1]([O:3][C:4]([C:6]1[N:7]=[CH:8][N:9]2[C:15]=1[CH:14]([CH3:16])[N:13]=[C:12]([C:17]1[CH:22]=[CH:21][CH:20]=[CH:19][C:18]=1[F:23])[C:11]1[CH:24]=[C:25]([C:34]#[C:33][Si:30]([CH3:32])([CH3:31])[CH3:29])[CH:26]=[CH:27][C:10]2=1)=[O:5])[CH3:2]. The yield is 0.800.